This data is from Forward reaction prediction with 1.9M reactions from USPTO patents (1976-2016). The task is: Predict the product of the given reaction. (1) Given the reactants [CH:1]([C:4]1[CH:9]=[CH:8][C:7]([CH:10]=[C:11]([CH3:17])[C:12](OCC)=[O:13])=[CH:6][CH:5]=1)([CH3:3])[CH3:2].[Cl-].[Ce+3].[Cl-].[Cl-].[H-].[Al+3].[Li+].[H-].[H-].[H-].O, predict the reaction product. The product is: [CH:1]([C:4]1[CH:5]=[CH:6][C:7]([CH:10]=[C:11]([CH3:17])[CH2:12][OH:13])=[CH:8][CH:9]=1)([CH3:3])[CH3:2]. (2) The product is: [CH3:1][O:2][C:3]([C:5]1[C:10]([NH2:11])=[CH:9][C:8]([C:12]([F:15])([F:14])[F:13])=[C:7]([C:21]2[CH:22]=[CH:23][C:18]([Cl:17])=[CH:19][C:20]=2[CH3:27])[N:6]=1)=[O:4]. Given the reactants [CH3:1][O:2][C:3]([C:5]1[C:10]([NH2:11])=[CH:9][C:8]([C:12]([F:15])([F:14])[F:13])=[C:7](Br)[N:6]=1)=[O:4].[Cl:17][C:18]1[CH:23]=[CH:22][C:21](B(O)O)=[C:20]([CH3:27])[CH:19]=1, predict the reaction product. (3) The product is: [OH:63][C:59]([CH3:60])([CH3:58])[C:61]#[C:62][C:2]1[CH:3]=[CH:4][C:5]2[O:11][CH2:10][CH2:9][N:8]3[C:12]([CH2:18][N:19]4[CH2:24][CH2:23][N:22]([CH3:25])[CH2:21][CH2:20]4)=[C:13]([C:15]([NH2:17])=[O:16])[N:14]=[C:7]3[C:6]=2[CH:26]=1. Given the reactants Br[C:2]1[CH:3]=[CH:4][C:5]2[O:11][CH2:10][CH2:9][N:8]3[C:12]([CH2:18][N:19]4[CH2:24][CH2:23][N:22]([CH3:25])[CH2:21][CH2:20]4)=[C:13]([C:15]([NH2:17])=[O:16])[N:14]=[C:7]3[C:6]=2[CH:26]=1.BrC1C=CC2OCCN3C(CN4CCCC4)=C(C(N)=O)N=C3C=2C=1.CN1CCNCC1.[CH3:58][C:59]([OH:63])([C:61]#[CH:62])[CH3:60], predict the reaction product. (4) Given the reactants [Br:1][C:2]1[CH:6]=[N:5][N:4]([CH3:7])[C:3]=1[NH:8][C:9]1[CH:14]=[CH:13][C:12](I)=[CH:11][CH:10]=1.[F:16][C:17]1[CH:18]=[C:19](B(O)O)[CH:20]=[CH:21][C:22]=1[CH3:23].C(=O)([O-])[O-].[Cs+].[Cs+].COCCOC, predict the reaction product. The product is: [Br:1][C:2]1[CH:6]=[N:5][N:4]([CH3:7])[C:3]=1[NH:8][C:9]1[CH:14]=[CH:13][C:12]([C:19]2[CH:20]=[CH:21][C:22]([CH3:23])=[C:17]([F:16])[CH:18]=2)=[CH:11][CH:10]=1.